From a dataset of Full USPTO retrosynthesis dataset with 1.9M reactions from patents (1976-2016). Predict the reactants needed to synthesize the given product. (1) Given the product [CH3:33][C:28]1[CH:29]=[CH:30][CH:31]=[CH:32][C:27]=1[C:13]1[CH:12]=[C:11]([C:9]2[CH:8]=[CH:7][N:6]=[C:5]([NH:4][C:1](=[O:3])[CH3:2])[CH:10]=2)[N:15]([CH2:16][O:17][CH2:18][CH2:19][Si:20]([CH3:22])([CH3:23])[CH3:21])[C:14]=1[C:24]1[NH:26][CH:37]=[N:35][N:43]=1, predict the reactants needed to synthesize it. The reactants are: [C:1]([NH:4][C:5]1[CH:10]=[C:9]([C:11]2[N:15]([CH2:16][O:17][CH2:18][CH2:19][Si:20]([CH3:23])([CH3:22])[CH3:21])[C:14]([C:24]([NH2:26])=O)=[C:13]([C:27]3[CH:32]=[CH:31][CH:30]=[CH:29][C:28]=3[CH3:33])[CH:12]=2)[CH:8]=[CH:7][N:6]=1)(=[O:3])[CH3:2].C[N:35]([CH:37](OC)OC)C.O.[NH2:43]N. (2) Given the product [CH2:1]([O:8][C:9]1[CH:14]=[CH:13][N:12]([CH2:15][C:16](=[O:34])[C:17]2[CH:33]=[CH:32][C:20]3[CH2:21][CH2:22][NH:23][CH2:24][CH2:25][C:19]=3[CH:18]=2)[C:11](=[O:35])[CH:10]=1)[C:2]1[CH:7]=[CH:6][CH:5]=[CH:4][CH:3]=1, predict the reactants needed to synthesize it. The reactants are: [CH2:1]([O:8][C:9]1[CH:14]=[CH:13][N:12]([CH2:15][C:16](=[O:34])[C:17]2[CH:33]=[CH:32][C:20]3[CH2:21][CH2:22][N:23](C(=O)C(F)(F)F)[CH2:24][CH2:25][C:19]=3[CH:18]=2)[C:11](=[O:35])[CH:10]=1)[C:2]1[CH:7]=[CH:6][CH:5]=[CH:4][CH:3]=1.[OH-].[Na+]. (3) Given the product [OH:9][CH2:8][CH:5]1[CH2:6][CH2:7][CH:2]([NH:1][C:10](=[O:17])[C:11]2[CH:16]=[CH:15][N:14]=[CH:13][CH:12]=2)[CH2:3][CH2:4]1, predict the reactants needed to synthesize it. The reactants are: [NH2:1][CH:2]1[CH2:7][CH2:6][CH:5]([CH2:8][OH:9])[CH2:4][CH2:3]1.[C:10](O)(=[O:17])[C:11]1[CH:16]=[CH:15][N:14]=[CH:13][CH:12]=1. (4) Given the product [CH2:1]([N:8]1[CH2:13][CH2:12][N:11]([S:31]([C:25]2[CH:30]=[CH:29][CH:28]=[CH:27][CH:26]=2)(=[O:33])=[O:32])[C@@H:10]([CH2:14][CH2:15][CH2:16][O:17][Si:18]([C:21]([CH3:24])([CH3:23])[CH3:22])([CH3:19])[CH3:20])[CH2:9]1)[C:2]1[CH:3]=[CH:4][CH:5]=[CH:6][CH:7]=1, predict the reactants needed to synthesize it. The reactants are: [CH2:1]([N:8]1[CH2:13][CH2:12][NH:11][C@@H:10]([CH2:14][CH2:15][CH2:16][O:17][Si:18]([C:21]([CH3:24])([CH3:23])[CH3:22])([CH3:20])[CH3:19])[CH2:9]1)[C:2]1[CH:7]=[CH:6][CH:5]=[CH:4][CH:3]=1.[C:25]1([S:31](Cl)(=[O:33])=[O:32])[CH:30]=[CH:29][CH:28]=[CH:27][CH:26]=1. (5) Given the product [C:19]([C:23]1[CH:28]=[C:27]([CH2:29][OH:30])[C:26]([CH3:31])=[CH:25][C:24]=1[S:32][C:11]1[C:12](=[O:14])[O:13][C:8]([CH2:7][CH2:6][C:3]2[CH:4]=[CH:5][O:1][CH:2]=2)([CH:16]([CH3:18])[CH3:17])[CH2:9][C:10]=1[OH:15])([CH3:22])([CH3:21])[CH3:20], predict the reactants needed to synthesize it. The reactants are: [O:1]1[CH:5]=[CH:4][C:3]([CH2:6][CH2:7][C:8]2([CH:16]([CH3:18])[CH3:17])[O:13][C:12](=[O:14])[CH:11]=[C:10]([OH:15])[CH2:9]2)=[CH:2]1.[C:19]([C:23]1[CH:28]=[C:27]([CH2:29][OH:30])[C:26]([CH3:31])=[CH:25][C:24]=1[S:32]S(C1C=CC(C)=CC=1)(=O)=O)([CH3:22])([CH3:21])[CH3:20].C(=O)([O-])[O-].[K+].[K+]. (6) Given the product [C:25]([NH:29][S:30]([C:33]1[CH:34]=[C:35]([C:6]2[CH:7]=[CH:2][CH:3]=[C:4]([C:8]3[CH:9]=[C:10]([C:15]4[CH:16]=[N:17][C:18]([C:21]([F:23])([F:24])[F:22])=[CH:19][CH:20]=4)[CH:11]=[C:12]([CH3:14])[N:13]=3)[CH:5]=2)[CH:36]=[CH:37][CH:38]=1)(=[O:32])=[O:31])([CH3:28])([CH3:27])[CH3:26], predict the reactants needed to synthesize it. The reactants are: Br[C:2]1[CH:3]=[C:4]([C:8]2[N:13]=[C:12]([CH3:14])[CH:11]=[C:10]([C:15]3[CH:16]=[N:17][C:18]([C:21]([F:24])([F:23])[F:22])=[CH:19][CH:20]=3)[CH:9]=2)[CH:5]=[CH:6][CH:7]=1.[C:25]([NH:29][S:30]([C:33]1[CH:34]=[C:35](B(O)O)[CH:36]=[CH:37][CH:38]=1)(=[O:32])=[O:31])([CH3:28])([CH3:27])[CH3:26]. (7) Given the product [F:23][C:17]1[CH:18]=[C:19]([NH:22][C:58](=[O:57])[CH2:59][C:70]([NH:65][C:64]2[CH:66]=[CH:67][C:61]([F:60])=[CH:62][CH:63]=2)=[O:71])[CH:20]=[CH:21][C:16]=1[O:15][C:9]1[C:8]2=[CH:7][CH:6]=[CH:14][N:13]2[N:12]=[CH:11][N:10]=1, predict the reactants needed to synthesize it. The reactants are: C(NC(=O)O[C:6]1[C:7](C)=[C:8]2[N:13]([CH:14]=1)[N:12]=[CH:11][N:10]=[C:9]2[O:15][C:16]1[CH:21]=[CH:20][C:19]([NH2:22])=[CH:18][C:17]=1[F:23])C.CN([P+](ON1N=NC2C=CC=CC1=2)(N(C)C)N(C)C)C.F[P-](F)(F)(F)(F)F.CN1[CH2:59][CH2:58][O:57]CC1.[F:60][C:61]1[CH:67]=[CH:66][C:64]([NH2:65])=[CH:63][CH:62]=1.CN(C)[CH:70]=[O:71]. (8) Given the product [CH2:11]([O:13][C:14]([C:15]1[CH:16]=[N:10][C:4]2[C:5]([CH:6]=1)=[CH:8][CH:9]=[C:2]([Cl:1])[CH:3]=2)=[O:18])[CH3:12], predict the reactants needed to synthesize it. The reactants are: [Cl:1][C:2]1[CH:9]=[CH:8][C:5]([CH:6]=O)=[C:4]([NH2:10])[CH:3]=1.[CH2:11]([O:13][C:14](=[O:18])[CH:15]=[CH:16]O)[CH3:12].[Na].